From a dataset of Catalyst prediction with 721,799 reactions and 888 catalyst types from USPTO. Predict which catalyst facilitates the given reaction. (1) Reactant: [F:1][C:2]1[CH:3]=[C:4]([NH:31][C:32]([NH:34][C:35](=[O:43])[CH2:36][C:37]2[CH:42]=[CH:41][CH:40]=[CH:39][CH:38]=2)=[S:33])[CH:5]=[CH:6][C:7]=1[O:8][C:9]1[CH:14]=[CH:13][N:12]=[C:11]2[CH:15]=[C:16]([C:18]3[N:19](COCC[Si](C)(C)C)[CH:20]=[CH:21][N:22]=3)[S:17][C:10]=12. Product: [NH:19]1[CH:20]=[CH:21][N:22]=[C:18]1[C:16]1[S:17][C:10]2[C:11](=[N:12][CH:13]=[CH:14][C:9]=2[O:8][C:7]2[CH:6]=[CH:5][C:4]([NH:31][C:32]([NH:34][C:35](=[O:43])[CH2:36][C:37]3[CH:38]=[CH:39][CH:40]=[CH:41][CH:42]=3)=[S:33])=[CH:3][C:2]=2[F:1])[CH:15]=1. The catalyst class is: 89. (2) Reactant: [CH:1]1[C:11]2[CH2:10][CH2:9][C:8]3[CH:12]=[CH:13][CH:14]=[CH:15][C:7]=3[CH:6]([NH:16][CH2:17][CH2:18][NH2:19])[C:5]=2[CH:4]=[CH:3][CH:2]=1.C(N(CC)CC)C.[F:27][C:28]([F:41])([F:40])[O:29][C:30]1[CH:35]=[CH:34][C:33]([S:36](Cl)(=[O:38])=[O:37])=[CH:32][CH:31]=1.[Na+].[Cl-]. Product: [F:41][C:28]([F:27])([F:40])[O:29][C:30]1[CH:35]=[CH:34][C:33]([S:36]([NH:19][CH2:18][CH2:17][NH:16][CH:6]2[C:5]3[CH:4]=[CH:3][CH:2]=[CH:1][C:11]=3[CH2:10][CH2:9][C:8]3[CH:12]=[CH:13][CH:14]=[CH:15][C:7]2=3)(=[O:38])=[O:37])=[CH:32][CH:31]=1. The catalyst class is: 3. (3) Reactant: [CH3:1][C:2]1([CH3:14])[C:6]([CH3:8])([CH3:7])[O:5][B:4]([C:9]2[CH:10]=[N:11][NH:12][CH:13]=2)[O:3]1.C(=O)([O-])[O-].[Cs+].[Cs+].Cl[CH2:22][O:23][CH2:24][CH2:25]OC. Product: [CH3:22][O:23][CH2:24][CH2:25][N:12]1[CH:13]=[C:9]([B:4]2[O:5][C:6]([CH3:7])([CH3:8])[C:2]([CH3:14])([CH3:1])[O:3]2)[CH:10]=[N:11]1. The catalyst class is: 18.